This data is from Full USPTO retrosynthesis dataset with 1.9M reactions from patents (1976-2016). The task is: Predict the reactants needed to synthesize the given product. (1) Given the product [Br:1][C:2]1[CH:3]=[CH:4][C:5]([CH2:8][OH:9])=[N:6][CH:7]=1, predict the reactants needed to synthesize it. The reactants are: [Br:1][C:2]1[CH:3]=[CH:4][C:5]([CH:8]=[O:9])=[N:6][CH:7]=1.C(O[BH-](OC(=O)C)OC(=O)C)(=O)C.[Na+].C(=O)([O-])O.[Na+]. (2) Given the product [I-:23].[NH2:1][N+:8]1[CH:9]=[CH:10][C:11]2[C:16](=[CH:15][CH:14]=[CH:13][CH:12]=2)[CH:7]=1, predict the reactants needed to synthesize it. The reactants are: [NH2:1]OS(O)(=O)=O.[CH:7]1[C:16]2[C:11](=[CH:12][CH:13]=[CH:14][CH:15]=2)[CH:10]=[CH:9][N:8]=1.C(=O)([O-])[O-].[K+].[K+].[IH:23]. (3) Given the product [Cl:21][C:22]1[CH:38]=[CH:37][C:25]([CH2:26][NH:27][C:28]([C:30]2([C:33]([F:36])([F:35])[F:34])[CH2:31][CH2:32]2)=[O:29])=[CH:24][C:23]=1[NH:39][C:40]1[NH:10][C:9]2[CH:8]=[CH:7][C:6]([N:11]3[CH2:16][CH2:15][CH2:14][CH:13]([C:17]([F:20])([F:18])[F:19])[CH2:12]3)=[C:3]([C:4]#[N:5])[C:2]=2[N:1]=1, predict the reactants needed to synthesize it. The reactants are: [NH2:1][C:2]1[C:9]([NH2:10])=[CH:8][CH:7]=[C:6]([N:11]2[CH2:16][CH2:15][CH2:14][CH:13]([C:17]([F:20])([F:19])[F:18])[CH2:12]2)[C:3]=1[C:4]#[N:5].[Cl:21][C:22]1[CH:38]=[CH:37][C:25]([CH2:26][NH:27][C:28]([C:30]2([C:33]([F:36])([F:35])[F:34])[CH2:32][CH2:31]2)=[O:29])=[CH:24][C:23]=1[N:39]=[C:40]=S.C(Cl)CCl.